Predict which catalyst facilitates the given reaction. From a dataset of Catalyst prediction with 721,799 reactions and 888 catalyst types from USPTO. (1) Reactant: Cl[C:2]1[C:7]([F:8])=[C:6](Cl)[C:5]([F:10])=[C:4](Cl)[C:3]=1[F:12].C([O-])(=O)C.[Na+]. Product: [F:8][C:7]1[CH:2]=[C:3]([F:12])[CH:4]=[C:5]([F:10])[CH:6]=1. The catalyst class is: 386. (2) Reactant: [C:1]([O:12][CH2:13][CH2:14][C:15]1[CH:20]=[CH:19][CH:18]=[CH:17][CH:16]=1)(=[O:11])[C:2]1[C:3](=[CH:7][CH:8]=[CH:9][CH:10]=1)[C:4]([O-])=[O:5].C(Cl)(=O)C(Cl)=O.[BH4-].[Na+].OS([O-])(=O)=O.[K+]. Product: [OH:5][CH2:4][C:3]1[CH:7]=[CH:8][CH:9]=[CH:10][C:2]=1[C:1]([O:12][CH2:13][CH2:14][C:15]1[CH:16]=[CH:17][CH:18]=[CH:19][CH:20]=1)=[O:11]. The catalyst class is: 5. (3) Reactant: [CH:1]([C@@H:4]1[CH2:8][O:7][C:6](=[O:9])[N:5]1[C:10]1[CH:18]=[CH:17][C:13]([C:14]([OH:16])=O)=[CH:12][CH:11]=1)([CH3:3])[CH3:2].Cl.[CH2:20]([C:22]1[CH:27]=[C:26]([CH3:28])[CH:25]=[CH:24][C:23]=1[N:29]1[CH2:34][CH2:33][NH:32][CH2:31][CH2:30]1)[CH3:21].O.[Cl-].COC1N=C(OC)N=C([N+]2(C)CCOCC2)N=1.CN1CCOCC1. Product: [CH2:20]([C:22]1[CH:27]=[C:26]([CH3:28])[CH:25]=[CH:24][C:23]=1[N:29]1[CH2:30][CH2:31][N:32]([C:14]([C:13]2[CH:12]=[CH:11][C:10]([N:5]3[C@H:4]([CH:1]([CH3:2])[CH3:3])[CH2:8][O:7][C:6]3=[O:9])=[CH:18][CH:17]=2)=[O:16])[CH2:33][CH2:34]1)[CH3:21]. The catalyst class is: 254.